Dataset: Full USPTO retrosynthesis dataset with 1.9M reactions from patents (1976-2016). Task: Predict the reactants needed to synthesize the given product. Given the product [NH:27]1[C:35]2[C:30](=[CH:31][CH:32]=[CH:33][CH:34]=2)[C:29](/[CH:36]=[C:8]2\[O:9][C:5]3[C:4]([CH2:12][N:13]4[CH2:18][CH2:17][N:16]([C:19]([O:21][C:22]([CH3:23])([CH3:25])[CH3:24])=[O:20])[CH2:15][CH2:14]4)=[C:3]([OH:26])[C:2]([Cl:1])=[CH:11][C:6]=3[C:7]\2=[O:10])=[N:28]1, predict the reactants needed to synthesize it. The reactants are: [Cl:1][C:2]1[C:3]([OH:26])=[C:4]([CH2:12][N:13]2[CH2:18][CH2:17][N:16]([C:19]([O:21][C:22]([CH3:25])([CH3:24])[CH3:23])=[O:20])[CH2:15][CH2:14]2)[C:5]2[O:9][CH2:8][C:7](=[O:10])[C:6]=2[CH:11]=1.[NH:27]1[C:35]2[C:30](=[CH:31][CH:32]=[CH:33][CH:34]=2)[C:29]([CH:36]=O)=[N:28]1.N1CCCCC1.